This data is from Reaction yield outcomes from USPTO patents with 853,638 reactions. The task is: Predict the reaction yield, written as a fraction of the theoretical maximum amount of product (1.0 means a 100% yield; for example, 0.34 means a 34% yield). (1) The reactants are BrN1C(=O)CCC1=O.[Cl:9][C:10]1[CH:15]=[CH:14][C:13]([CH:16]2[NH:20][C:19]3([CH2:25][CH2:24][CH2:23][CH2:22][CH2:21]3)[NH:18][C:17]2=[O:26])=[CH:12][CH:11]=1.C(=O)(O)[O-].[Na+]. The catalyst is C(Cl)Cl. The product is [Cl:9][C:10]1[CH:11]=[CH:12][C:13]([C:16]2[C:17](=[O:26])[NH:18][C:19]3([CH2:25][CH2:24][CH2:23][CH2:22][CH2:21]3)[N:20]=2)=[CH:14][CH:15]=1. The yield is 0.800. (2) The reactants are [CH2:1]([OH:13])[CH2:2][CH2:3][CH2:4][CH2:5][CH2:6][CH2:7][CH2:8][CH2:9][CH2:10][CH2:11][CH3:12].C(N(CC)CC)C.[Br:21][CH:22]([CH3:26])[C:23](Br)=[O:24]. The catalyst is C1(C)C=CC=CC=1. The product is [Br:21][CH:22]([CH3:26])[C:23]([O:13][CH2:1][CH2:2][CH2:3][CH2:4][CH2:5][CH2:6][CH2:7][CH2:8][CH2:9][CH2:10][CH2:11][CH3:12])=[O:24]. The yield is 0.940. (3) The reactants are [Br:1][C:2]1[CH:10]=[CH:9][CH:8]=[C:7]2[C:3]=1[CH:4]=[N:5][N:6]2C(=O)C.Cl. The yield is 0.930. The product is [Br:1][C:2]1[CH:10]=[CH:9][CH:8]=[C:7]2[C:3]=1[CH:4]=[N:5][NH:6]2. The catalyst is CO. (4) The product is [Cl:22][C:23]1[N:28]=[CH:27][N:26]=[C:25]([NH:9][C:8]2[CH:10]=[CH:11][CH:12]=[C:6]([CH2:5][S:2]([CH3:1])(=[O:3])=[O:4])[CH:7]=2)[N:24]=1. The yield is 0.700. The catalyst is C(#N)C. The reactants are [CH3:1][S:2]([CH2:5][C:6]1[CH:7]=[C:8]([CH:10]=[CH:11][CH:12]=1)[NH2:9])(=[O:4])=[O:3].C(N(C(C)C)CC)(C)C.[Cl:22][C:23]1[N:28]=[C:27](Cl)[N:26]=[CH:25][N:24]=1. (5) The reactants are [CH3:1][C:2]1[CH:3]=[CH:4][C:5]([NH:8][C:9]([NH2:11])=[S:10])=[N:6][CH:7]=1.Br[CH2:13][C:14]([C:16]1[CH:17]=[C:18]([CH:21]=[CH:22][CH:23]=1)[C:19]#[N:20])=O. No catalyst specified. The product is [CH3:1][C:2]1[CH:3]=[CH:4][C:5]([NH:8][C:9]2[S:10][CH:13]=[C:14]([C:16]3[CH:17]=[C:18]([CH:21]=[CH:22][CH:23]=3)[C:19]#[N:20])[N:11]=2)=[N:6][CH:7]=1. The yield is 0.680.